From a dataset of Forward reaction prediction with 1.9M reactions from USPTO patents (1976-2016). Predict the product of the given reaction. Given the reactants [N:1]1([C:7]2[N:12]=[C:11]([N:13]3[CH:18]4[CH2:19][CH2:20][CH:14]3[CH2:15][O:16][CH2:17]4)[N:10]=[C:9]([C:21]3[CH:27]=[CH:26][C:24]([NH2:25])=[CH:23][CH:22]=3)[N:8]=2)[CH2:6][CH2:5][O:4][CH2:3][CH2:2]1.ClC(Cl)(O[C:32](=[O:38])OC(Cl)(Cl)Cl)Cl.[CH3:40][N:41]1[CH2:46][CH2:45][N:44]([C:47]2[CH:53]=[CH:52][C:50]([NH2:51])=[CH:49][CH:48]=2)[CH2:43][CH2:42]1, predict the reaction product. The product is: [CH3:40][N:41]1[CH2:42][CH2:43][N:44]([C:47]2[CH:53]=[CH:52][C:50]([NH:51][C:32]([NH:25][C:24]3[CH:26]=[CH:27][C:21]([C:9]4[N:8]=[C:7]([N:1]5[CH2:2][CH2:3][O:4][CH2:5][CH2:6]5)[N:12]=[C:11]([N:13]5[CH:14]6[CH2:20][CH2:19][CH:18]5[CH2:17][O:16][CH2:15]6)[N:10]=4)=[CH:22][CH:23]=3)=[O:38])=[CH:49][CH:48]=2)[CH2:45][CH2:46]1.